Dataset: Full USPTO retrosynthesis dataset with 1.9M reactions from patents (1976-2016). Task: Predict the reactants needed to synthesize the given product. (1) Given the product [Cl:1][C:2]1[CH:10]=[CH:9][C:5]([C:6]2[C:25]([C:26]3[NH:30][CH:29]=[CH:28][N:27]=3)=[CH:24][N:23]=[C:22]([NH:31][CH2:32][CH2:33][NH:34][C:35]3[CH:40]=[CH:39][C:38]([N+:41]([O-:43])=[O:42])=[CH:37][N:36]=3)[N:21]=2)=[C:4]([CH3:11])[CH:3]=1, predict the reactants needed to synthesize it. The reactants are: [Cl:1][C:2]1[CH:10]=[CH:9][C:5]([C:6](Cl)=O)=[C:4]([CH3:11])[CH:3]=1.ClC1C=C(Cl)C=CC=1C1[C:25]([C:26]2[NH:27][CH:28]=[CH:29][N:30]=2)=[CH:24][N:23]=[C:22]([NH:31][CH2:32][CH2:33][NH:34][C:35]2[CH:40]=[CH:39][C:38]([N+:41]([O-:43])=[O:42])=[CH:37][N:36]=2)[N:21]=1. (2) Given the product [CH2:38]([O:37][C:34]1[CH:35]=[CH:36][C:31]([C:30]([OH:46])=[O:29])=[C:32]([F:45])[CH:33]=1)[C:39]1[CH:40]=[CH:41][CH:42]=[CH:43][CH:44]=1, predict the reactants needed to synthesize it. The reactants are: N1C2C(=CC=CC=2)C=CC=1COC1C=CC(C(O)=O)=CC=1.C([O:29][C:30](=[O:46])[C:31]1[CH:36]=[CH:35][C:34]([O:37][CH2:38][C:39]2[CH:44]=[CH:43][CH:42]=[CH:41][CH:40]=2)=[CH:33][C:32]=1[F:45])C1C=CC=CC=1. (3) Given the product [CH2:28]([N:18]1[C:19](=[O:27])[C:20]([CH3:26])([CH3:25])[C:21](=[O:24])[N:22]([CH3:23])[C:16]2[CH:15]=[C:14]([CH2:13][CH2:12][CH2:11][CH2:10][NH:9][CH2:7][C:4]3[CH:3]=[CH:2][N:1]=[CH:6][CH:5]=3)[CH:31]=[CH:30][C:17]1=2)[CH3:29], predict the reactants needed to synthesize it. The reactants are: [N:1]1[CH:6]=[CH:5][C:4]([CH:7]=O)=[CH:3][CH:2]=1.[NH2:9][CH2:10][CH2:11][CH2:12][CH2:13][C:14]1[CH:31]=[CH:30][C:17]2[N:18]([CH2:28][CH3:29])[C:19](=[O:27])[C:20]([CH3:26])([CH3:25])[C:21](=[O:24])[N:22]([CH3:23])[C:16]=2[CH:15]=1.[BH4-].[Na+]. (4) Given the product [Cl:1][C:2]1[N:11]=[CH:10][C:9]2[C:4](=[C:5]([O:13][CH3:16])[CH:6]=[CH:7][C:8]=2[Cl:12])[N:3]=1, predict the reactants needed to synthesize it. The reactants are: [Cl:1][C:2]1[N:11]=[CH:10][C:9]2[C:4](=[C:5]([OH:13])[CH:6]=[CH:7][C:8]=2[Cl:12])[N:3]=1.IC.[C:16](=O)([O-])[O-].[K+].[K+]. (5) Given the product [OH:1][CH2:2][C:3]1[CH:8]=[CH:7][C:6]([C:13]2[N:18]3[N:19]=[C:20]([NH:22][C:23]([CH:25]4[CH2:26][CH2:27]4)=[O:24])[N:21]=[C:17]3[CH:16]=[CH:15][CH:14]=2)=[CH:5][CH:4]=1, predict the reactants needed to synthesize it. The reactants are: [OH:1][CH2:2][C:3]1[CH:8]=[CH:7][C:6](B(O)O)=[CH:5][CH:4]=1.Br[C:13]1[N:18]2[N:19]=[C:20]([NH:22][C:23]([CH:25]3[CH2:27][CH2:26]3)=[O:24])[N:21]=[C:17]2[CH:16]=[CH:15][CH:14]=1.C([O-])([O-])=O.[K+].[K+].O. (6) Given the product [CH:1]1([CH2:6][CH:7]([C:11]2[CH:12]=[CH:13][C:14]([C:17]3[C:26]4[C:25](=[CH:24][CH:23]=[CH:22][CH:21]=4)[CH:20]=[CH:19][CH:18]=3)=[CH:15][CH:16]=2)[C:8]([NH:60][C:61]2[S:62][CH:63]=[CH:64][N:65]=2)=[O:9])[CH2:5][CH2:4][CH2:3][CH2:2]1, predict the reactants needed to synthesize it. The reactants are: [CH:1]1([CH2:6][CH:7]([C:11]2[CH:16]=[CH:15][C:14]([C:17]3[C:26]4[C:21](=[CH:22][CH:23]=[CH:24][CH:25]=4)[CH:20]=[CH:19][CH:18]=3)=[CH:13][CH:12]=2)[C:8](O)=[O:9])[CH2:5][CH2:4][CH2:3][CH2:2]1.CN(C(ON1N=NC2C1=CC=CC=2)=[N+](C)C)C.F[P-](F)(F)(F)(F)F.C(N(CC)C(C)C)(C)C.[NH2:60][C:61]1[S:62][CH:63]=[CH:64][N:65]=1. (7) Given the product [CH3:27][O:26][C:23]1[CH:22]=[CH:21][C:20]([C:9]2[CH:10]=[CH:11][C:12]([N+:15]([O-:17])=[O:16])=[CH:13][CH:14]=2)=[CH:25][N:24]=1, predict the reactants needed to synthesize it. The reactants are: CC1(C)C(C)(C)OB([C:9]2[CH:14]=[CH:13][C:12]([N+:15]([O-:17])=[O:16])=[CH:11][CH:10]=2)O1.Br[C:20]1[CH:21]=[CH:22][C:23]([O:26][CH3:27])=[N:24][CH:25]=1. (8) Given the product [Cl:1][C:2]1[CH:9]=[C:8]([O:10][CH2:12][CH:13]2[CH2:15][CH2:14]2)[CH:7]=[CH:6][C:3]=1[CH:4]=[O:5], predict the reactants needed to synthesize it. The reactants are: [Cl:1][C:2]1[CH:9]=[C:8]([OH:10])[CH:7]=[CH:6][C:3]=1[CH:4]=[O:5].Br[CH2:12][CH:13]1[CH2:15][CH2:14]1.C(=O)([O-])[O-].[K+].[K+]. (9) Given the product [CH3:23][N:20]1[C:21](=[O:22])[N:17]([C:11]2[CH:12]=[CH:13][CH:14]=[C:15]([CH3:16])[C:10]=2[CH2:9][O:8][C:6]2[CH:5]=[CH:4][CH:3]=[C:2]([B:24]3[O:28][C:27]([CH3:30])([CH3:29])[C:26]([CH3:32])([CH3:31])[O:25]3)[N:7]=2)[N:18]=[N:19]1, predict the reactants needed to synthesize it. The reactants are: Br[C:2]1[N:7]=[C:6]([O:8][CH2:9][C:10]2[C:15]([CH3:16])=[CH:14][CH:13]=[CH:12][C:11]=2[N:17]2[C:21](=[O:22])[N:20]([CH3:23])[N:19]=[N:18]2)[CH:5]=[CH:4][CH:3]=1.[B:24]1([B:24]2[O:28][C:27]([CH3:30])([CH3:29])[C:26]([CH3:32])([CH3:31])[O:25]2)[O:28][C:27]([CH3:30])([CH3:29])[C:26]([CH3:32])([CH3:31])[O:25]1.C([O-])(=O)C.[K+].CS(C)=O. (10) Given the product [F:19][CH:18]([F:20])[O:17][C:14]1[CH:15]=[CH:16][C:11]([NH:10][C:7]2[N:6]=[C:5]([O:21][CH3:22])[C:4]([CH2:3][O:23][C:24]3[CH:25]=[C:26]4[C:31](=[CH:32][CH:33]=3)[NH:30][C:29](=[O:34])[CH:28]=[CH:27]4)=[CH:9][N:8]=2)=[CH:12][CH:13]=1, predict the reactants needed to synthesize it. The reactants are: Cl.Cl[CH2:3][C:4]1[C:5]([O:21][CH3:22])=[N:6][C:7]([NH:10][C:11]2[CH:16]=[CH:15][C:14]([O:17][CH:18]([F:20])[F:19])=[CH:13][CH:12]=2)=[N:8][CH:9]=1.[OH:23][C:24]1[CH:25]=[C:26]2[C:31](=[CH:32][CH:33]=1)[NH:30][C:29](=[O:34])[CH:28]=[CH:27]2.C([O-])([O-])=O.[Cs+].[Cs+].